From a dataset of Reaction yield outcomes from USPTO patents with 853,638 reactions. Predict the reaction yield, written as a fraction of the theoretical maximum amount of product (1.0 means a 100% yield; for example, 0.34 means a 34% yield). (1) The yield is 0.220. The product is [C:1]([C:5]1[CH:14]=[C:13]([C:15]2[N:16]([CH3:22])[C:17]([CH:35]=[O:37])=[CH:18][CH:19]=2)[CH:12]=[CH:11][C:6]=1[CH2:7][OH:8])([CH3:3])([CH3:4])[CH3:2]. The reactants are [C:1]([C:5]1[CH:14]=[C:13]([C:15]2[N:16]([CH3:22])[C:17](C#N)=[CH:18][CH:19]=2)[CH:12]=[CH:11][C:6]=1[C:7](OC)=[O:8])([CH3:4])([CH3:3])[CH3:2].[H-].[Al+3].[Li+].[N+3].[H-].[H-].[H-].[H-].[H-].[H-].[Cl-].[NH4+].[C:35](OCC)(=[O:37])C. The catalyst is C1COCC1. (2) The reactants are [OH:1][C:2]1[CH:9]=[CH:8][C:5]([CH:6]=[O:7])=[CH:4][CH:3]=1.F[C:11]1[CH:16]=[CH:15][CH:14]=[CH:13][N:12]=1.[H-].[Na+]. The catalyst is CN(C)C=O. The product is [N:12]1[CH:13]=[CH:14][CH:15]=[CH:16][C:11]=1[O:1][C:2]1[CH:9]=[CH:8][C:5]([CH:6]=[O:7])=[CH:4][CH:3]=1. The yield is 0.570. (3) The reactants are [CH3:1][C:2]([CH3:30])([O:4][C:5](=[O:29])[NH:6][CH:7]([C@H:17]1[CH2:22][CH2:21][C@H:20]([CH2:23][C:24]([O:26]CC)=[O:25])[CH2:19][CH2:18]1)[CH2:8][NH:9][C:10](=[O:16])[O:11][C:12]([CH3:15])([CH3:14])[CH3:13])[CH3:3].[OH-].[Na+]. The catalyst is C1COCC1.CO. The product is [CH3:3][C:2]([CH3:30])([O:4][C:5](=[O:29])[NH:6][CH:7]([C@H:17]1[CH2:22][CH2:21][C@H:20]([CH2:23][C:24]([OH:26])=[O:25])[CH2:19][CH2:18]1)[CH2:8][NH:9][C:10](=[O:16])[O:11][C:12]([CH3:13])([CH3:14])[CH3:15])[CH3:1]. The yield is 1.00. (4) The reactants are Cl[CH2:2][C:3]1[CH:22]=[CH:21][C:6]([C:7]([CH:9]2[CH2:13][CH2:12][N:11]([CH:14]3[CH2:19][CH2:18][CH2:17][CH2:16][CH2:15]3)[C:10]2=[O:20])=[O:8])=[CH:5][CH:4]=1.[NH:23]1[CH2:28][CH2:27][CH2:26][CH2:25][CH2:24]1.[I-].[K+]. The catalyst is C(OCC)(=O)C. The product is [CH:14]1([N:11]2[CH2:12][CH2:13][CH:9]([C:7](=[O:8])[C:6]3[CH:21]=[CH:22][C:3]([CH2:2][N:23]4[CH2:28][CH2:27][CH2:26][CH2:25][CH2:24]4)=[CH:4][CH:5]=3)[C:10]2=[O:20])[CH2:19][CH2:18][CH2:17][CH2:16][CH2:15]1. The yield is 0.720.